From a dataset of NCI-60 drug combinations with 297,098 pairs across 59 cell lines. Regression. Given two drug SMILES strings and cell line genomic features, predict the synergy score measuring deviation from expected non-interaction effect. (1) Drug 1: CNC(=O)C1=CC=CC=C1SC2=CC3=C(C=C2)C(=NN3)C=CC4=CC=CC=N4. Cell line: KM12. Drug 2: C1=NNC2=C1C(=O)NC=N2. Synergy scores: CSS=20.3, Synergy_ZIP=-6.01, Synergy_Bliss=-4.75, Synergy_Loewe=-2.66, Synergy_HSA=-2.38. (2) Drug 1: CC12CCC(CC1=CCC3C2CCC4(C3CC=C4C5=CN=CC=C5)C)O. Drug 2: C1CCC(C1)C(CC#N)N2C=C(C=N2)C3=C4C=CNC4=NC=N3. Cell line: CAKI-1. Synergy scores: CSS=26.9, Synergy_ZIP=5.45, Synergy_Bliss=8.48, Synergy_Loewe=2.22, Synergy_HSA=10.9.